This data is from Forward reaction prediction with 1.9M reactions from USPTO patents (1976-2016). The task is: Predict the product of the given reaction. (1) Given the reactants [Cl:1][C:2]1[CH:7]=[CH:6][C:5]([S:8]([NH:11][C:12]2[CH:34]=[CH:33][C:15]3[N:16]([C:25]4[CH:30]=[CH:29][C:28]([O:31][CH3:32])=[CH:27][CH:26]=4)[C:17]([C:19]4[CH:24]=[CH:23][CH:22]=[CH:21][CH:20]=4)=[N:18][C:14]=3[CH:13]=2)(=[O:10])=[O:9])=[CH:4][CH:3]=1.[H-].[Na+].[CH3:37][O:38][C:39](=[O:46])[CH2:40][CH2:41][CH2:42][CH2:43][CH2:44]Br.O, predict the reaction product. The product is: [CH3:37][O:38][C:39](=[O:46])[CH2:40][CH2:41][CH2:42][CH2:43][CH2:44][N:11]([S:8]([C:5]1[CH:6]=[CH:7][C:2]([Cl:1])=[CH:3][CH:4]=1)(=[O:10])=[O:9])[C:12]1[CH:34]=[CH:33][C:15]2[N:16]([C:25]3[CH:30]=[CH:29][C:28]([O:31][CH3:32])=[CH:27][CH:26]=3)[CH:17]([C:19]3[CH:24]=[CH:23][CH:22]=[CH:21][CH:20]=3)[NH:18][C:14]=2[CH:13]=1. (2) Given the reactants [I:1][C:2]1[CH:3]=[C:4]([CH:7]=[C:8]([I:12])[C:9]=1[O:10][CH3:11])[CH:5]=O.[ClH:13].CO.C(O[CH:19](OCC)[CH2:20][NH:21][CH2:22][C:23]1[CH:28]=[CH:27][CH:26]=[C:25]([O:29][CH2:30][CH3:31])[C:24]=1[OH:32])C, predict the reaction product. The product is: [ClH:13].[I:1][C:2]1[CH:3]=[C:4]([CH:7]=[C:8]([I:12])[C:9]=1[O:10][CH3:11])[CH2:5][C:19]1[C:28]2[C:23](=[C:24]([OH:32])[C:25]([O:29][CH2:30][CH3:31])=[CH:26][CH:27]=2)[CH:22]=[N:21][CH:20]=1. (3) Given the reactants [N:1]1([CH2:14][CH2:15][O:16][CH2:17][C:18]#[CH:19])[C:13]2[C:12]3[CH:11]=[CH:10][CH:9]=[CH:8][C:7]=3[N:6]=[CH:5][C:4]=2[N:3]=[CH:2]1.C(N(CC)CC)C.I[C:28]1[S:29][CH:30]=[CH:31][CH:32]=1, predict the reaction product. The product is: [S:29]1[CH:30]=[CH:31][CH:32]=[C:28]1[C:19]#[C:18][CH2:17][O:16][CH2:15][CH2:14][N:1]1[C:13]2[C:12]3[CH:11]=[CH:10][CH:9]=[CH:8][C:7]=3[N:6]=[CH:5][C:4]=2[N:3]=[CH:2]1.